Dataset: Reaction yield outcomes from USPTO patents with 853,638 reactions. Task: Predict the reaction yield, written as a fraction of the theoretical maximum amount of product (1.0 means a 100% yield; for example, 0.34 means a 34% yield). The catalyst is CO. The reactants are C([O:4][C:5]1[CH:6]=[C:7]2[C:12](=[CH:13][C:14]=1[O:15][CH3:16])[N:11]=[CH:10][N:9]=[C:8]2[NH:17][C:18]1[CH:23]=[CH:22][C:21]([F:24])=[CH:20][CH:19]=1)(=O)C.[OH-].[Na+].Cl. The yield is 0.869. The product is [F:24][C:21]1[CH:20]=[CH:19][C:18]([NH:17][C:8]2[C:7]3[C:12](=[CH:13][C:14]([O:15][CH3:16])=[C:5]([OH:4])[CH:6]=3)[N:11]=[CH:10][N:9]=2)=[CH:23][CH:22]=1.